From a dataset of Full USPTO retrosynthesis dataset with 1.9M reactions from patents (1976-2016). Predict the reactants needed to synthesize the given product. Given the product [Cl:12][C:13]1[C:21]([I:22])=[CH:20][C:16]([C:17]([NH:39][C:38]2[CH:40]=[CH:41][C:35]([O:34][C:33]([F:32])([F:42])[F:43])=[CH:36][CH:37]=2)=[O:19])=[CH:15][N:14]=1, predict the reactants needed to synthesize it. The reactants are: CN(C=O)C.C(Cl)(=O)C(Cl)=O.[Cl:12][C:13]1[C:21]([I:22])=[CH:20][C:16]([C:17]([OH:19])=O)=[CH:15][N:14]=1.CCN(C(C)C)C(C)C.[F:32][C:33]([F:43])([F:42])[O:34][C:35]1[CH:41]=[CH:40][C:38]([NH2:39])=[CH:37][CH:36]=1.C(O)(=O)CC(CC(O)=O)(C(O)=O)O.